From a dataset of CYP2C9 inhibition data for predicting drug metabolism from PubChem BioAssay. Regression/Classification. Given a drug SMILES string, predict its absorption, distribution, metabolism, or excretion properties. Task type varies by dataset: regression for continuous measurements (e.g., permeability, clearance, half-life) or binary classification for categorical outcomes (e.g., BBB penetration, CYP inhibition). Dataset: cyp2c9_veith. (1) The drug is O=C(NCCc1ccc(Cl)cc1)C1CCN(S(=O)(=O)N2CCC3(CC2)OCCO3)CC1. The result is 1 (inhibitor). (2) The compound is COc1ccc(Oc2ncc3nc(-c4ccc(F)cc4)c(=O)n(CCC#N)c3n2)cc1. The result is 0 (non-inhibitor). (3) The compound is CC(=O)O.COc1cc(C)cc2c(-c3c(O)cc(O)c4c3C[C@H](C)N[C@@H]4C)cc(-c3cc(-c4c(O)cc(O)c5c4C[C@H](C)N[C@@H]5C)c4cc(C)cc(OC)c4c3O)c(O)c12. The result is 0 (non-inhibitor). (4) The compound is CN1CC[C@H](CN2c3ccccc3Sc3ccccc32)C1. The result is 0 (non-inhibitor). (5) The drug is Cn1cc(-c2nc3cnc(Oc4ccccc4)nc3n(Cc3cccs3)c2=O)c2ccccc21. The result is 0 (non-inhibitor). (6) The drug is COC(=O)Cn1c(=O)c2c(nc(Br)n2Cc2ccccc2Cl)n(C)c1=O. The result is 1 (inhibitor). (7) The result is 0 (non-inhibitor). The compound is CCCNC(=O)OC[C@@H]1O[C@H](c2ccccc2)C=C[C@@H]1Oc1ccc(OC)cc1. (8) The drug is C/C(=N\OC(=O)c1ccccc1F)c1nccs1. The result is 0 (non-inhibitor). (9) The drug is CC1CCCC(C)N1CC(O)COCC1COc2ccccc2O1.Cl. The result is 0 (non-inhibitor). (10) The result is 1 (inhibitor). The molecule is O=C1/C(=C\c2ccccn2)SC(=S)N1Nc1ncc(C(F)(F)F)cc1Cl.